This data is from Merck oncology drug combination screen with 23,052 pairs across 39 cell lines. The task is: Regression. Given two drug SMILES strings and cell line genomic features, predict the synergy score measuring deviation from expected non-interaction effect. Drug 1: O=c1[nH]cc(F)c(=O)[nH]1. Drug 2: O=C(CCCCCCC(=O)Nc1ccccc1)NO. Cell line: MDAMB436. Synergy scores: synergy=4.86.